This data is from Experimentally validated miRNA-target interactions with 360,000+ pairs, plus equal number of negative samples. The task is: Binary Classification. Given a miRNA mature sequence and a target amino acid sequence, predict their likelihood of interaction. (1) The miRNA is hsa-miR-6083 with sequence CUUAUAUCAGAGGCUGUGGG. The protein sequence of the target gene is MSVRLPQSIDRLSSLSSLGDSAPERKSPSHHRQPSDASETTGLVQRCVIIQKDQHGFGFTVSGDRIVLVQSVRPGGAAMKAGVKEGDRIIKVNGTMVTNSSHLEVVKLIKSGAYVALTLLGSSPSSMGISGLQQDPSPAGAPRITSVIPSPPPPPPLPPPQRITGPKPLQDPEVQKHATQILRNMLRQEEKELQDILPLYGDTSQRPSEGRLSLDSQEGDSGLDSGTERFPSLSESLMNRNSVLSDPGLDSPRTSPVIMARVAQHHRRQGSDAAVPSTGDQGVDQSPKPLIIGPEEDYDP.... Result: 1 (interaction). (2) The miRNA is hsa-miR-1293 with sequence UGGGUGGUCUGGAGAUUUGUGC. The protein sequence of the target gene is MAFGKSHRDPYATSVGHLIEKATFAGVQTEDWGQFMHICDIINTTQDGPKDAVKALKKRISKNYNHKEIQLTLSLIDMCVQNCGPSFQSLIVKKEFVKENLVKLLNPRYNLPLDIQNRILNFIKTWSQGFPGGVDVSEVKEVYLDLVKKGVQFPPSEAEAETARQETAQISSNPPTSVPTAPALSSVIAPKNSTVTLVPEQIGKLHSELDMVKMNVRVMSAILMENTPGSENHEDIELLQKLYKTGREMQERIMDLLVVVENEDVTVELIQVNEDLNNAILGYERFTRNQQRILEQNKNQ.... Result: 0 (no interaction). (3) The miRNA is hsa-miR-215-5p with sequence AUGACCUAUGAAUUGACAGAC. The protein sequence of the target gene is MSGSSGTPYLGSKISLISKAQIRYEGILYTIDTDNSTVALAKVRSFGTEDRPTDRPAPPREEIYEYIIFRGSDIKDITVCEPPKAQHTLPQDPAIVQSSLGSASASPFQPHVPYSPFRGMAPYGPLAASSLLSQQYAASLGLGAGFPSIPVGKSPMVEQAVQTGSADNLNAKKLLPGKGTTGTQLNGRQAQPSSKTASDVVQPAAVQAQGQVNDENRRPQRRRSGNRRTRNRSRGQNRPTNVKENTIKFEGDFDFESANAQFNREELDKEFKKKLNFKDDKAEKGEEKDLAVVTQSAEAP.... Result: 1 (interaction). (4) The miRNA is mmu-miR-1195 with sequence UGAGUUCGAGGCCAGCCUGCUCA. The protein sequence of the target gene is MARQDRLRELLGPLHPYKSDDEEEDCAQEEEGEQEEEFVDAEELCSGGIKAGSLPGRARVSIPDEYTKEKCTVYGRFPLKGPWWRVKVQVLKPQRSRSYQVQGFPAYFLQVDMSPPDQKQICSLFLKECNLASERIQEFLKWVEKVSSFENLHFENLWETLRLFYRETEKKDKKLSTPREQQGEEMRVEKSFAFISAMVALQFPKVMEFLPSLFPRHFKRLISSSSDWVLGCIEDVLGTQPWKLGFRRITYREMKLVRCEASWTAFSQCPSLLQLMTPLQKNALVIYSKLRQTCREDGHT.... Result: 1 (interaction). (5) The miRNA is hsa-miR-4737 with sequence AUGCGAGGAUGCUGACAGUG. The protein sequence of the target gene is MRAKWRKKRMRRLKRKRRKMRQRSK. Result: 0 (no interaction). (6) The miRNA is hsa-miR-4680-3p with sequence UCUGAAUUGUAAGAGUUGUUA. The protein sequence of the target gene is MAVKWTGGHSSPVLCLNASKEGLLASGAEGGDLTAWGEDGTPLGHTRFQGADDVTSVLFSPSCPTKLYASHGETISVLDVRSLKDSLDHFHVNEEEINCLSLNQTENLLASADDSGAIKILDLENKKVIRSLKRHSNICSSVAFRPQRPQSLVSCGLDMQVMLWSLQKARPLWITNLQEDETEEMEGPQSPGQLLNPALAHSISVASCGNIFSCGAEDGKVRIFRVMGVKCEQELGFKGHTSGVSQVCFLPESYLLLTGGNDGKITLWDANSEVEKKQKSPTKRTHRKKPKRGTCTKQGG.... Result: 0 (no interaction).